Dataset: Forward reaction prediction with 1.9M reactions from USPTO patents (1976-2016). Task: Predict the product of the given reaction. (1) Given the reactants COC1C=C2C(=CC=1OC)C(C)=[N:8]C=C2.COC1C([N+]([O-])=O)=C2C(=C([N+]([O-])=O)C=1OC)C(C)=NC=C2.[H][H].[N+:39]1([O-:51])[C:48]2[C:43](=[CH:44][C:45]([NH2:50])=[CH:46][C:47]=2[NH2:49])[CH:42]=[CH:41][CH:40]=1, predict the reaction product. The product is: [N+:39]1([O-:51])[C:48]2[C:43](=[CH:44][C:45]([NH2:50])=[CH:46][C:47]=2[NH2:49])[C:42]([NH2:8])=[CH:41][CH:40]=1. (2) Given the reactants [NH2:1][C:2]1[CH:11]=[CH:10][CH:9]=[CH:8][C:3]=1[C:4]([O:6][CH3:7])=[O:5].[S:12](Cl)([C:15]1[CH:21]=[CH:20][C:18]([CH3:19])=[CH:17][CH:16]=1)(=[O:14])=[O:13], predict the reaction product. The product is: [CH3:19][C:18]1[CH:20]=[CH:21][C:15]([S:12]([NH:1][C:2]2[CH:11]=[CH:10][CH:9]=[CH:8][C:3]=2[C:4]([O:6][CH3:7])=[O:5])(=[O:14])=[O:13])=[CH:16][CH:17]=1. (3) The product is: [Br:11][C:12]1[CH:17]=[C:16]([O:18][CH3:19])[C:15]2[O:20][CH2:2][CH2:3][O:21][C:14]=2[C:13]=1[F:22]. Given the reactants Br[CH2:2][CH2:3]Br.C(=O)([O-])[O-].[K+].[K+].[Br:11][C:12]1[C:13]([F:22])=[C:14]([OH:21])[C:15]([OH:20])=[C:16]([O:18][CH3:19])[CH:17]=1.Cl, predict the reaction product. (4) Given the reactants [Cl:1][CH2:2][CH2:3][CH2:4][O:5][C:6]1[CH:15]=[C:14]2[C:9]([C:10](O)=[C:11]([C:16]#[N:17])[CH:12]=[N:13]2)=[CH:8][C:7]=1[O:19][CH3:20].O=P(Cl)(Cl)[Cl:23], predict the reaction product. The product is: [Cl:23][C:10]1[C:9]2[C:14](=[CH:15][C:6]([O:5][CH2:4][CH2:3][CH2:2][Cl:1])=[C:7]([O:19][CH3:20])[CH:8]=2)[N:13]=[CH:12][C:11]=1[C:16]#[N:17].